From a dataset of Full USPTO retrosynthesis dataset with 1.9M reactions from patents (1976-2016). Predict the reactants needed to synthesize the given product. (1) The reactants are: [NH2:1][C:2]1[C:7](Br)=[N:6][C:5]([Br:9])=[CH:4][N:3]=1.[NH:10]1[CH2:15][CH2:14][CH:13]([OH:16])[CH2:12][CH2:11]1. Given the product [NH2:1][C:2]1[C:7]([N:10]2[CH2:15][CH2:14][CH:13]([OH:16])[CH2:12][CH2:11]2)=[N:6][C:5]([Br:9])=[CH:4][N:3]=1, predict the reactants needed to synthesize it. (2) Given the product [C:41]([C:21]1[C:22]2[C:27](=[CH:26][CH:25]=[C:24]([O:30][C:31]3[CH:32]=[CH:33][CH:34]=[CH:35][CH:36]=3)[CH:23]=2)[C:28]([OH:29])=[C:19]([C:17]([NH:2][CH2:3][CH:4]([C:8]2[CH:9]=[CH:10][C:11]([F:14])=[CH:12][CH:13]=2)[C:5]([OH:7])=[O:6])=[O:16])[N:20]=1)#[N:43], predict the reactants needed to synthesize it. The reactants are: Cl.[NH2:2][CH2:3][CH:4]([C:8]1[CH:13]=[CH:12][C:11]([F:14])=[CH:10][CH:9]=1)[C:5]([OH:7])=[O:6].C[O:16][C:17]([C:19]1[N:20]=[CH:21][C:22]2[C:27]([C:28]=1[OH:29])=[CH:26][CH:25]=[C:24]([O:30][C:31]1[CH:36]=[CH:35][CH:34]=[CH:33][CH:32]=1)[CH:23]=2)=O.C[O-].[Na+].C[C:41]([N:43](C)C)=O. (3) Given the product [F:14][C:15]1[CH:29]=[C:28]([S:30]([CH3:33])(=[O:32])=[O:31])[CH:27]=[CH:26][C:16]=1[O:17][CH2:18][CH:19]1[CH2:24][CH2:23][CH:22]([N:4]2[CH2:5][CH2:6][N:1]([C:7]([O:9][C:10]([CH3:13])([CH3:12])[CH3:11])=[O:8])[CH2:2][CH2:3]2)[CH:21]([OH:35])[CH2:20]1, predict the reactants needed to synthesize it. The reactants are: [N:1]1([C:7]([O:9][C:10]([CH3:13])([CH3:12])[CH3:11])=[O:8])[CH2:6][CH2:5][NH:4][CH2:3][CH2:2]1.[F:14][C:15]1[CH:29]=[C:28]([S:30]([CH3:33])(=[O:32])=[O:31])[CH:27]=[CH:26][C:16]=1[O:17][CH2:18][CH:19]1[CH2:24][CH2:23][C:22](=O)[CH2:21][CH2:20]1.C[OH:35].[OH-].[Na+].OO. (4) The reactants are: [CH3:1][N:2]1[C:6]([O:7][CH2:8][C:9]([F:12])([F:11])[F:10])=[C:5]([CH2:13]O)[C:4]([CH3:15])=[N:3]1.NC(N)=S.Cl.C(=O)([O-])[O-].[K+].[K+].[F:27][CH:28]1[C:32]([CH3:34])([CH3:33])[O:31][N:30]=[C:29]1[S:35](C)(=O)=O. Given the product [CH3:1][N:2]1[C:6]([O:7][CH2:8][C:9]([F:12])([F:11])[F:10])=[C:5]([CH2:13][S:35][C:29]2[CH:28]([F:27])[C:32]([CH3:34])([CH3:33])[O:31][N:30]=2)[C:4]([CH3:15])=[N:3]1, predict the reactants needed to synthesize it. (5) Given the product [Cl:1][C:2]1[N:7]=[C:6]2[NH:8][N:9]=[C:10]([I:14])[C:5]2=[C:4]([CH:11]([F:12])[F:13])[CH:3]=1, predict the reactants needed to synthesize it. The reactants are: [Cl:1][C:2]1[N:7]=[C:6]2[NH:8][N:9]=[CH:10][C:5]2=[C:4]([CH:11]([F:13])[F:12])[CH:3]=1.[I:14]N1C(=O)CCC1=O.C(=O)([O-])O.[Na+].ClCCl.